From a dataset of Full USPTO retrosynthesis dataset with 1.9M reactions from patents (1976-2016). Predict the reactants needed to synthesize the given product. (1) The reactants are: [CH3:1][C:2]1[CH:7]=[CH:6][N:5]=[C:4](/[CH:8]=[CH:9]/[C:10]([O:12][C:13]([CH3:16])([CH3:15])[CH3:14])=[O:11])[CH:3]=1. Given the product [CH3:1][C:2]1[CH:7]=[CH:6][N:5]=[C:4]([CH2:8][CH2:9][C:10]([O:12][C:13]([CH3:16])([CH3:15])[CH3:14])=[O:11])[CH:3]=1, predict the reactants needed to synthesize it. (2) Given the product [NH2:28]/[C:9](/[C:4]1[CH:5]=[CH:6][CH:7]=[CH:8][C:3]=1[O:2][CH3:1])=[C:11](/[CH2:16][CH2:17][C:18]1[CH:23]=[CH:22][CH:21]=[CH:20][CH:19]=1)\[C:12]([O:14][CH3:15])=[O:13], predict the reactants needed to synthesize it. The reactants are: [CH3:1][O:2][C:3]1[CH:8]=[CH:7][CH:6]=[CH:5][C:4]=1[C:9]([CH:11]([CH2:16][CH2:17][C:18]1[CH:23]=[CH:22][CH:21]=[CH:20][CH:19]=1)[C:12]([O:14][CH3:15])=[O:13])=O.C([O-])(=O)C.[NH4+:28].C(O)(=O)C.